From a dataset of Catalyst prediction with 721,799 reactions and 888 catalyst types from USPTO. Predict which catalyst facilitates the given reaction. (1) Reactant: [CH2:1]([C:4]1[CH:5]=[C:6]([CH:9]=[CH:10][C:11]=1[OH:12])[C:7]#[N:8])[CH:2]=[CH2:3]. Product: [OH:12][C:11]1[CH:10]=[CH:9][C:6]([C:7]#[N:8])=[CH:5][C:4]=1[CH2:1][CH2:2][CH3:3]. The catalyst class is: 50. (2) Product: [CH2:1]([C:3]1[CH:8]=[C:7]([C:9]2[CH:10]=[N:11][N:12]([CH3:14])[CH:13]=2)[N:6]=[CH:5][C:4]=1[N:15]([CH3:29])[C:16]1[N:21]=[CH:20][C:19]2[N:22]=[CH:23][N:24]([CH3:25])[C:18]=2[CH:17]=1)[CH3:2]. The catalyst class is: 9. Reactant: [CH2:1]([C:3]1[CH:8]=[C:7]([C:9]2[CH:10]=[N:11][N:12]([CH3:14])[CH:13]=2)[N:6]=[CH:5][C:4]=1[NH:15][C:16]1[N:21]=[CH:20][C:19]2[N:22]=[CH:23][N:24]([CH3:25])[C:18]=2[CH:17]=1)[CH3:2].[H-].[Na+].I[CH3:29].O. (3) Reactant: [F:1][C:2]1[CH:3]=[C:4]([NH:25][C:26]2[CH:31]=[CH:30][C:29]([I:32])=[CH:28][C:27]=2[F:33])[C:5]([N+:22]([O-])=O)=[C:6]([CH:21]=1)[O:7][C:8]1[C:9]([CH3:20])=[C:10]([NH:14][S:15]([CH2:18][CH3:19])(=[O:17])=[O:16])[CH:11]=[CH:12][CH:13]=1. Product: [NH2:22][C:5]1[C:4]([NH:25][C:26]2[CH:31]=[CH:30][C:29]([I:32])=[CH:28][C:27]=2[F:33])=[CH:3][C:2]([F:1])=[CH:21][C:6]=1[O:7][C:8]1[C:9]([CH3:20])=[C:10]([NH:14][S:15]([CH2:18][CH3:19])(=[O:16])=[O:17])[CH:11]=[CH:12][CH:13]=1. The catalyst class is: 242. (4) Reactant: [NH:1]1[CH2:6][CH2:5][CH:4]([N:7]2[C:15]3[C:10](=[N:11][CH:12]=[CH:13][CH:14]=3)[NH:9][C:8]2=[O:16])[CH2:3][CH2:2]1.Cl[C:18]1[CH:23]=[C:22]([C:24]([C:26]2[CH:36]=[C:35]([CH3:37])[C:29]3[N:30]([CH3:34])[C:31](=[O:33])[O:32][C:28]=3[CH:27]=2)=[O:25])[CH:21]=[C:20]([O:38][CH3:39])[N:19]=1. Product: [CH3:34][N:30]1[C:29]2[C:35]([CH3:37])=[CH:36][C:26]([C:24]([C:22]3[CH:21]=[C:20]([O:38][CH3:39])[N:19]=[C:18]([N:1]4[CH2:2][CH2:3][CH:4]([N:7]5[C:15]6[C:10](=[N:11][CH:12]=[CH:13][CH:14]=6)[NH:9][C:8]5=[O:16])[CH2:5][CH2:6]4)[CH:23]=3)=[O:25])=[CH:27][C:28]=2[O:32][C:31]1=[O:33]. The catalyst class is: 37. (5) Product: [CH3:1][C:2]1[N:3]([CH2:29][C:27]([O:26][CH2:25][CH3:24])=[O:28])[C:4]([CH:11]=[CH2:12])=[C:5]([C:7]([F:10])([F:8])[F:9])[N:6]=1. Reactant: [CH3:1][C:2]1[NH:3][C:4]([CH:11]=[CH2:12])=[C:5]([C:7]([F:10])([F:9])[F:8])[N:6]=1.CN(C=O)C.C([O-])([O-])=O.[K+].[K+].[CH3:24][CH2:25][O:26][C:27]([CH2:29]Br)=[O:28]. The catalyst class is: 90.